Dataset: Forward reaction prediction with 1.9M reactions from USPTO patents (1976-2016). Task: Predict the product of the given reaction. (1) The product is: [CH3:29][C:28]1[CH:30]=[CH:31][C:25]([S:22]([O:21][CH2:20][CH2:19][C@H:17]2[CH2:18][C@@H:16]2[CH:13]2[CH2:14][CH2:15][N:10]([C:7]3[N:8]=[CH:9][C:4]([CH2:3][O:2][CH3:1])=[CH:5][N:6]=3)[CH2:11][CH2:12]2)(=[O:24])=[O:23])=[CH:26][CH:27]=1. Given the reactants [CH3:1][O:2][CH2:3][C:4]1[CH:5]=[N:6][C:7]([N:10]2[CH2:15][CH2:14][CH:13]([C@H:16]3[CH2:18][C@@H:17]3[CH2:19][CH2:20][OH:21])[CH2:12][CH2:11]2)=[N:8][CH:9]=1.[S:22](Cl)([C:25]1[CH:31]=[CH:30][C:28]([CH3:29])=[CH:27][CH:26]=1)(=[O:24])=[O:23], predict the reaction product. (2) Given the reactants [Cl:1][C:2]1[C:3]([CH3:12])=[C:4]([S:8](Cl)(=[O:10])=[O:9])[CH:5]=[CH:6][CH:7]=1.N1C=CC=CC=1.[NH2:19][C:20]1[CH:21]=[C:22]2[C:27](=[CH:28][CH:29]=1)[N:26]=[C:25]([CH3:30])[CH:24]=[CH:23]2.C([O-])(O)=O.[Na+], predict the reaction product. The product is: [Cl:1][C:2]1[C:3]([CH3:12])=[C:4]([S:8]([NH:19][C:20]2[CH:21]=[C:22]3[C:27](=[CH:28][CH:29]=2)[N:26]=[C:25]([CH3:30])[CH:24]=[CH:23]3)(=[O:10])=[O:9])[CH:5]=[CH:6][CH:7]=1. (3) Given the reactants C1C2C(COC(=O)N[C@H](C([N:25]3[C:29]4=[N:30][CH:31]=[C:32](Br)[CH:33]=[C:28]4[C:27]([C@@H:35]([C:37]4[C:42]([Cl:43])=[CH:41][CH:40]=[C:39]([F:44])[C:38]=4[Cl:45])[CH3:36])=[CH:26]3)=O)CC(C)C)C3C(=CC=CC=3)C=2C=CC=1.C(OC([N:54]1[CH2:59][CH2:58][N:57]([C:60](=[O:76])[C:61]2[CH:66]=[CH:65][C:64](B3OC(C)(C)C(C)(C)O3)=[CH:63][CH:62]=2)[CH2:56][CH2:55]1)=O)(C)(C)C, predict the reaction product. The product is: [Cl:45][C:38]1[C:39]([F:44])=[CH:40][CH:41]=[C:42]([Cl:43])[C:37]=1[C@H:35]([C:27]1[C:28]2[C:29](=[N:30][CH:31]=[C:32]([C:64]3[CH:63]=[CH:62][C:61]([C:60]([N:57]4[CH2:58][CH2:59][NH:54][CH2:55][CH2:56]4)=[O:76])=[CH:66][CH:65]=3)[CH:33]=2)[NH:25][CH:26]=1)[CH3:36]. (4) Given the reactants Cl.[O:2]1[C:6]2[CH:7]=[CH:8][CH:9]=[CH:10][C:5]=2[CH:4]=[C:3]1[C:11]([NH:13][C:14]1([C:20]([NH:22][CH:23]2[CH2:28][CH2:27][NH:26][CH2:25][CH:24]2[OH:29])=[O:21])[CH2:19][CH2:18][CH2:17][CH2:16][CH2:15]1)=[O:12].[CH3:30][S:31]([C:34]1(F)[CH:39]=[CH:38][CH:37]=[CH:36][CH2:35]1)(=[O:33])=[O:32].C(=O)([O-])[O-].[K+].[K+], predict the reaction product. The product is: [O:2]1[C:6]2[CH:7]=[CH:8][CH:9]=[CH:10][C:5]=2[CH:4]=[C:3]1[C:11]([NH:13][C:14]1([C:20]([NH:22][CH:23]2[CH2:28][CH2:27][N:26]([C:35]3[CH:36]=[CH:37][CH:38]=[CH:39][C:34]=3[S:31]([CH3:30])(=[O:33])=[O:32])[CH2:25][CH:24]2[OH:29])=[O:21])[CH2:19][CH2:18][CH2:17][CH2:16][CH2:15]1)=[O:12]. (5) The product is: [CH:1]([N:4]1[C:13]2[C:8](=[C:9]([CH3:14])[CH:10]=[CH:11][CH:12]=2)[CH:7]=[C:6]([C:15]([NH:25][CH2:26][CH:27]2[CH2:32][CH2:31][N:30]([C:33]([O:35][C:36]([CH3:39])([CH3:38])[CH3:37])=[O:34])[CH2:29][CH2:28]2)=[O:17])[C:5]1=[O:18])([CH3:2])[CH3:3]. Given the reactants [CH:1]([N:4]1[C:13]2[C:8](=[C:9]([CH3:14])[CH:10]=[CH:11][CH:12]=2)[CH:7]=[C:6]([C:15]([OH:17])=O)[C:5]1=[O:18])([CH3:3])[CH3:2].C(Cl)(=O)C(Cl)=O.[NH2:25][CH2:26][CH:27]1[CH2:32][CH2:31][N:30]([C:33]([O:35][C:36]([CH3:39])([CH3:38])[CH3:37])=[O:34])[CH2:29][CH2:28]1.C(N(C(C)C)CC)(C)C, predict the reaction product. (6) Given the reactants [C:1]([O:5][C:6]([N:8]1[CH2:17][CH2:16][C:15]2[C:10](=[CH:11][CH:12]=[CH:13][C:14]=2/[CH:18]=[CH:19]/[C:20]([O:22][CH2:23][CH3:24])=[O:21])[CH2:9]1)=[O:7])([CH3:4])([CH3:3])[CH3:2].C(Cl)Cl, predict the reaction product. The product is: [C:1]([O:5][C:6]([N:8]1[CH2:17][CH2:16][C:15]2[C:10](=[CH:11][CH:12]=[CH:13][C:14]=2[CH2:18][CH2:19][C:20]([O:22][CH2:23][CH3:24])=[O:21])[CH2:9]1)=[O:7])([CH3:4])([CH3:3])[CH3:2]. (7) Given the reactants [C:1]([O:5][C:6]([N:8]1[CH2:13][CH2:12][C:11]2[S:14][C:15]([NH:17][C:18]([N:20]3[CH2:25][CH2:24][N:23]([S:26]([C:29]4[CH:38]=[CH:37][C:36]5[C:31](=[CH:32][CH:33]=[C:34]([Cl:39])[CH:35]=5)[CH:30]=4)(=[O:28])=[O:27])[CH2:22][CH2:21]3)=[O:19])=[CH:16][C:10]=2[CH2:9]1)=[O:7])([CH3:4])([CH3:3])[CH3:2].[H-].[Na+].[CH3:42]I, predict the reaction product. The product is: [C:1]([O:5][C:6]([N:8]1[CH2:13][CH2:12][C:11]2[S:14][C:15]([N:17]([CH3:42])[C:18]([N:20]3[CH2:25][CH2:24][N:23]([S:26]([C:29]4[CH:38]=[CH:37][C:36]5[C:31](=[CH:32][CH:33]=[C:34]([Cl:39])[CH:35]=5)[CH:30]=4)(=[O:27])=[O:28])[CH2:22][CH2:21]3)=[O:19])=[CH:16][C:10]=2[CH2:9]1)=[O:7])([CH3:4])([CH3:2])[CH3:3]. (8) The product is: [OH:14][CH2:13][CH2:12][S:11][CH2:2][C:3]1[CH:8]=[CH:7][CH:6]=[CH:5][C:4]=1[CH2:9][S:11][CH2:12][CH2:13][OH:14]. Given the reactants Br[CH2:2][C:3]1[CH:8]=[CH:7][CH:6]=[CH:5][C:4]=1[CH2:9]Br.[SH:11][CH2:12][CH2:13][OH:14], predict the reaction product.